Dataset: Full USPTO retrosynthesis dataset with 1.9M reactions from patents (1976-2016). Task: Predict the reactants needed to synthesize the given product. (1) The reactants are: [F:1][C:2]1[CH:10]=[C:9]([CH3:11])[C:8]([F:12])=[CH:7][C:3]=1[C:4]([OH:6])=[O:5].S(=O)(=O)(O)O.[CH2:18](O)[CH3:19]. Given the product [F:1][C:2]1[CH:10]=[C:9]([CH3:11])[C:8]([F:12])=[CH:7][C:3]=1[C:4]([O:6][CH2:18][CH3:19])=[O:5], predict the reactants needed to synthesize it. (2) Given the product [CH3:1][C:2]1[CH:3]=[C:4]([CH:8]=[CH:9][C:10]=1[N+:11]([O-:13])=[O:12])[C:5]([O:7][CH3:18])=[O:6], predict the reactants needed to synthesize it. The reactants are: [CH3:1][C:2]1[CH:3]=[C:4]([CH:8]=[CH:9][C:10]=1[N+:11]([O-:13])=[O:12])[C:5]([OH:7])=[O:6].S(Cl)(Cl)=O.[CH3:18]O. (3) Given the product [C:1]1([CH2:24][NH:25][CH2:26][CH2:27][CH2:28][NH:29][CH2:30][CH2:31][CH2:32][NH2:33])[CH:6]=[CH:5][CH:4]=[C:3]([CH2:7][NH:8][CH2:9][CH2:10][CH2:11][NH:12][CH2:13][CH2:14][CH2:15][NH2:16])[CH:2]=1, predict the reactants needed to synthesize it. The reactants are: [C:1]1([CH2:24][NH:25][CH2:26][CH2:27][CH2:28][NH:29][CH2:30][CH2:31][CH2:32][NH:33]C(=O)OC(C)(C)C)[CH:6]=[CH:5][CH:4]=[C:3]([CH2:7][NH:8][CH2:9][CH2:10][CH2:11][NH:12][CH2:13][CH2:14][CH2:15][NH:16]C(=O)OC(C)(C)C)[CH:2]=1.